Task: Predict the reaction yield, written as a fraction of the theoretical maximum amount of product (1.0 means a 100% yield; for example, 0.34 means a 34% yield).. Dataset: Reaction yield outcomes from USPTO patents with 853,638 reactions (1) The reactants are C([C:3]1[CH:4]=[CH:5][C:6]2[C:7]([N:14]=1)=[N:8][C:9](=O)[C:10](=O)[N:11]=2)=C.[C:15](O)(C)(C)C.I([O-])(=O)(=O)=O.[Na+].[OH2:26]. The catalyst is O1CCOCC1.[Os](=O)(=O)(=O)=O. The product is [N:8]1[CH:9]=[C:10]([CH:15]=[O:26])[N:11]=[C:6]2[CH:7]=[N:14][CH:3]=[CH:4][C:5]=12. The yield is 0.400. (2) The reactants are [F:1][C:2]1([F:29])[CH2:7][CH2:6][N:5]([C:8]([C:10]2[NH:28][C:13]3=[N:14][CH:15]=[C:16]([O:18][CH2:19][CH2:20][CH2:21][N:22]4[CH2:26][CH2:25][CH2:24][C@H:23]4[CH3:27])[CH:17]=[C:12]3[CH:11]=2)=[O:9])[CH2:4][CH2:3]1.[H-].[Na+].[CH3:32][S:33](Cl)(=[O:35])=[O:34]. No catalyst specified. The product is [F:29][C:2]1([F:1])[CH2:7][CH2:6][N:5]([C:8]([C:10]2[N:28]([S:33]([CH3:32])(=[O:35])=[O:34])[C:13]3=[N:14][CH:15]=[C:16]([O:18][CH2:19][CH2:20][CH2:21][N:22]4[CH2:26][CH2:25][CH2:24][C@H:23]4[CH3:27])[CH:17]=[C:12]3[CH:11]=2)=[O:9])[CH2:4][CH2:3]1. The yield is 0.530. (3) The reactants are [CH3:1][C:2]1[N:3]=[CH:4][NH:5][CH:6]=1.C([O-])([O-])=O.[Cs+].[Cs+].Br[C:14]1[CH:15]=[C:16]([CH:18]=[C:19]([C:21]([F:24])([F:23])[F:22])[CH:20]=1)[NH2:17].N1C2C(C(=O)C)CCCC=2C=CC=1. The catalyst is [Cu]I.CN(C=O)C. The product is [CH3:1][C:2]1[N:3]=[CH:4][N:5]([C:14]2[CH:20]=[C:19]([C:21]([F:22])([F:24])[F:23])[CH:18]=[C:16]([NH2:17])[CH:15]=2)[CH:6]=1. The yield is 0.910. (4) The reactants are [NH2:1][C:2]1[C:10]2[C:5](=[N:6][CH:7]=[C:8]([Cl:25])[C:9]=2[N:11]2[CH2:16][CH2:15][CH2:14][C@@H:13]([NH:17][C:18](=[O:24])[O:19][C:20]([CH3:23])([CH3:22])[CH3:21])[CH2:12]2)[NH:4][CH:3]=1.[C:26](Cl)(=[O:29])[CH2:27][CH3:28].[Li+].[OH-]. The catalyst is CN1C(=O)CCC1.C(Cl)Cl.O.N1C=CC=CC=1. The product is [Cl:25][C:8]1[C:9]([N:11]2[CH2:16][CH2:15][CH2:14][C@@H:13]([NH:17][C:18](=[O:24])[O:19][C:20]([CH3:21])([CH3:22])[CH3:23])[CH2:12]2)=[C:10]2[C:2]([NH:1][C:26](=[O:29])[CH2:27][CH3:28])=[CH:3][NH:4][C:5]2=[N:6][CH:7]=1. The yield is 0.636. (5) The product is [OH:1][CH:2]([C:8]1[C:13]([C:14]([F:16])([F:17])[F:15])=[CH:12][CH:11]=[CH:10][C:9]=1[OH:18])[C:3]([O:5][CH2:6][CH3:7])=[O:4]. The catalyst is O1CCCC1. The yield is 0.810. The reactants are [OH:1][CH:2]([C:8]1[C:13]([C:14]([F:17])([F:16])[F:15])=[CH:12][CH:11]=[CH:10][C:9]=1[O:18]COC)[C:3]([O:5][CH2:6][CH3:7])=[O:4].Cl. (6) The catalyst is CO. The yield is 0.670. The product is [NH2:1][C:2]1[CH:7]=[CH:6][C:5]([C:8]2[CH:13]=[CH:12][CH:11]=[C:10]([F:14])[CH:9]=2)=[CH:4][C:3]=1[CH:15]([OH:17])[CH3:16]. The reactants are [NH2:1][C:2]1[CH:7]=[CH:6][C:5]([C:8]2[CH:13]=[CH:12][CH:11]=[C:10]([F:14])[CH:9]=2)=[CH:4][C:3]=1[C:15](=[O:17])[CH3:16].[BH4-].[Na+].S([O-])([O-])(=O)=O.[NH4+].[NH4+].C(OCC)(=O)C. (7) The reactants are [CH3:1][NH:2][C:3](=[O:18])[CH2:4][N:5]([CH2:13][C:14]([NH:16][CH3:17])=[O:15])CC1C=CC=CC=1. The catalyst is CO.[Pd]. The product is [CH3:17][NH:16][C:14](=[O:15])[CH2:13][NH:5][CH2:4][C:3]([NH:2][CH3:1])=[O:18]. The yield is 1.00.